Dataset: Forward reaction prediction with 1.9M reactions from USPTO patents (1976-2016). Task: Predict the product of the given reaction. (1) Given the reactants [O:1]1[C:5]2([CH2:10][CH2:9][C:8](=O)[CH2:7][CH2:6]2)[O:4][CH2:3][CH2:2]1.CC1C([P+]([O:32][C:33]([CH3:35])=[O:34])(C2C=CC=CC=2)C2C=CC=CC=2)=CC=CC=1.[C:36]1(C)C=CC=CC=1, predict the reaction product. The product is: [CH3:36][O:32][C:33](=[O:34])[CH:35]=[C:8]1[CH2:9][CH2:10][C:5]2([O:4][CH2:3][CH2:2][O:1]2)[CH2:6][CH2:7]1. (2) The product is: [N:8]1([C:18]([O:20][CH2:21][C:22]2[CH:27]=[CH:26][CH:25]=[CH:24][CH:23]=2)=[O:19])[CH2:9][CH:6]([C:4]([O:3][CH3:2])=[O:5])[CH2:7]1. Given the reactants Cl.[CH3:2][O:3][C:4]([CH:6]1[CH2:9][NH:8][CH2:7]1)=[O:5].C(N(CC)CC)C.Cl[C:18]([O:20][CH2:21][C:22]1[CH:27]=[CH:26][CH:25]=[CH:24][CH:23]=1)=[O:19], predict the reaction product. (3) The product is: [CH2:15]([C:13]1[C:12]2[CH:19]=[CH:20][CH:21]=[CH:22][C:11]=2[S:10][C:9]2[CH:23]=[CH:24][C:6]([C:4]([CH:26]3[CH2:31][CH2:30][CH2:29][CH2:28][CH2:27]3)=[O:5])=[CH:7][C:8]=2[N:14]=1)[CH2:16][CH2:17][CH3:18]. Given the reactants CON(C)[C:4]([C:6]1[CH:24]=[CH:23][C:9]2[S:10][C:11]3[CH:22]=[CH:21][CH:20]=[CH:19][C:12]=3[C:13]([CH2:15][CH2:16][CH2:17][CH3:18])=[N:14][C:8]=2[CH:7]=1)=[O:5].[CH:26]1([Mg]Cl)[CH2:31][CH2:30][CH2:29][CH2:28][CH2:27]1, predict the reaction product.